This data is from Reaction yield outcomes from USPTO patents with 853,638 reactions. The task is: Predict the reaction yield, written as a fraction of the theoretical maximum amount of product (1.0 means a 100% yield; for example, 0.34 means a 34% yield). (1) The yield is 0.510. The reactants are [Br:1][C:2]1[CH:20]=[CH:19][C:5]2[C:6]3[N:7]([CH:11]=[C:12]([C:14]4[NH:15][CH:16]=[CH:17][N:18]=4)[N:13]=3)[CH2:8][CH2:9][O:10][C:4]=2[CH:3]=1.Cl[CH2:22][CH2:23][N:24]1[CH2:29][CH2:28][O:27][CH2:26][CH2:25]1. The product is [Br:1][C:2]1[CH:20]=[CH:19][C:5]2[C:6]3[N:7]([CH:11]=[C:12]([C:14]4[N:18]([CH2:22][CH2:23][N:24]5[CH2:29][CH2:28][O:27][CH2:26][CH2:25]5)[CH:17]=[CH:16][N:15]=4)[N:13]=3)[CH2:8][CH2:9][O:10][C:4]=2[CH:3]=1. No catalyst specified. (2) The reactants are Cl[C:2]1[C:11]([C:12]([OH:14])=[O:13])=[CH:10][C:9]2[C:4](=[CH:5][CH:6]=[C:7](Cl)[CH:8]=2)[N:3]=1.[NH2:16][CH:17]([C:24]([OH:26])=[O:25])[CH2:18][C:19]1[N:23]=[CH:22][NH:21][CH:20]=1. No catalyst specified. The product is [C:24]([CH:17]([NH:16][C:2]1[C:11]([C:12]([OH:14])=[O:13])=[CH:10][C:9]2[C:4](=[CH:5][CH:6]=[CH:7][CH:8]=2)[N:3]=1)[CH2:18][C:19]1[N:23]=[CH:22][NH:21][CH:20]=1)([OH:26])=[O:25]. The yield is 0.330. (3) The yield is 0.730. The catalyst is CN(C=O)C. The reactants are [CH3:1][O:2][C:3]1[CH:4]=[C:5]([C:13]2[CH:14]=[C:15]3[CH2:21][C:20](=O)[N:19](COCC[Si](C)(C)C)[C:16]3=[N:17][CH:18]=2)[CH:6]=[C:7]([O:11][CH3:12])[C:8]=1[O:9][CH3:10].[C:31](=[O:34])([O-])[O-].[Cs+].[Cs+].[CH3:37]I. The product is [CH3:20][C:21]1([CH3:37])[C:15]2[C:16](=[N:17][CH:18]=[C:13]([C:5]3[CH:6]=[C:7]([O:11][CH3:12])[C:8]([O:9][CH3:10])=[C:3]([O:2][CH3:1])[CH:4]=3)[CH:14]=2)[NH:19][C:31]1=[O:34]. (4) The reactants are Br[C:2]1[CH:3]=[C:4]([CH:8]([NH:10][C:11](=[O:17])[O:12][C:13]([CH3:16])([CH3:15])[CH3:14])[CH3:9])[CH:5]=[CH:6][CH:7]=1.ClCCl.C(N(CC)CC)C. The catalyst is CO. The product is [C:13]([O:12][C:11]([NH:10][CH:8]([C:4]1[CH:3]=[C:2]([CH:7]=[CH:6][CH:5]=1)[C:11]([O:12][CH3:13])=[O:17])[CH3:9])=[O:17])([CH3:16])([CH3:15])[CH3:14]. The yield is 0.750. (5) The reactants are S(=O)(=O)(O)O.[N:6]1[N:10]2[CH:11]=[CH:12][CH:13]=[CH:14][C:9]2=[CH:8][CH:7]=1.[N+:15]([O-])([OH:17])=[O:16]. The catalyst is C(OCC)C. The product is [N+:15]([C:8]1[CH:7]=[N:6][N:10]2[CH:11]=[CH:12][CH:13]=[CH:14][C:9]=12)([O-:17])=[O:16]. The yield is 0.470. (6) The reactants are [O:1]1[C:5]2[CH:6]=[CH:7][CH:8]=[CH:9][C:4]=2[CH:3]=[C:2]1[CH2:10][CH:11]1[CH2:16][CH2:15][CH2:14][CH2:13][N:12]1[C:17]([C:19]1[N:20]=[C:21]([CH3:31])[S:22][C:23]=1[C:24]1[CH:29]=[CH:28][C:27]([F:30])=[CH:26][CH:25]=1)=[O:18].[Br:32]Br. The catalyst is C(OCC)C.ClCCl. The product is [Br:32][C:3]1[C:4]2[CH:9]=[CH:8][CH:7]=[CH:6][C:5]=2[O:1][C:2]=1[CH2:10][CH:11]1[CH2:16][CH2:15][CH2:14][CH2:13][N:12]1[C:17]([C:19]1[N:20]=[C:21]([CH3:31])[S:22][C:23]=1[C:24]1[CH:29]=[CH:28][C:27]([F:30])=[CH:26][CH:25]=1)=[O:18]. The yield is 0.250.